Dataset: Full USPTO retrosynthesis dataset with 1.9M reactions from patents (1976-2016). Task: Predict the reactants needed to synthesize the given product. (1) Given the product [Br:1][C:2]1[CH:3]=[N:4][C:5]2[N:6]([N:8]=[C:9]([C:11]([N:16]3[CH2:17][CH2:18][C:19]4[CH:20]=[CH:21][C:22]([CH3:25])([CH3:24])[C:23]=4[CH:15]3[CH3:14])=[O:13])[CH:10]=2)[CH:7]=1, predict the reactants needed to synthesize it. The reactants are: [Br:1][C:2]1[CH:3]=[N:4][C:5]2[N:6]([N:8]=[C:9]([C:11]([OH:13])=O)[CH:10]=2)[CH:7]=1.[CH3:14][CH:15]1[C:23]2[C:22]([CH3:25])([CH3:24])[CH:21]=[CH:20][C:19]=2[CH2:18][CH2:17][NH:16]1. (2) Given the product [NH:22]1[C:23]2[C:28](=[CH:27][CH:26]=[CH:25][CH:24]=2)[C:20]([CH2:19][N:16]2[CH2:17][CH2:18][C:13]3([CH2:12][C:11](=[O:33])[C:10]4[C:30](=[CH:31][CH:32]=[C:8](/[CH:7]=[CH:6]/[C:5]([OH:34])=[O:4])[CH:9]=4)[O:29]3)[CH2:14][CH2:15]2)=[CH:21]1, predict the reactants needed to synthesize it. The reactants are: [OH-].[Na+].C[O:4][C:5](=[O:34])/[CH:6]=[CH:7]/[C:8]1[CH:9]=[C:10]2[C:30](=[CH:31][CH:32]=1)[O:29][C:13]1([CH2:18][CH2:17][N:16]([CH2:19][C:20]3[C:28]4[C:23](=[CH:24][CH:25]=[CH:26][CH:27]=4)[NH:22][CH:21]=3)[CH2:15][CH2:14]1)[CH2:12][C:11]2=[O:33].Cl. (3) Given the product [F:18][C:8]([F:17])([C:9]1[CH:14]=[CH:13][C:12]([CH2:15][F:16])=[CH:11][N:10]=1)[CH2:7][N:21]1[CH2:26][CH2:25][CH:24]([NH:27][C:28]2[C:29]3[CH:36]=[CH:35][N:34]([S:37]([C:40]4[CH:46]=[CH:45][C:43]([CH3:44])=[CH:42][CH:41]=4)(=[O:39])=[O:38])[C:30]=3[N:31]=[CH:32][N:33]=2)[CH2:23][CH2:22]1, predict the reactants needed to synthesize it. The reactants are: FC(F)(F)S(O[CH2:7][C:8]([F:18])([F:17])[C:9]1[CH:14]=[CH:13][C:12]([CH2:15][F:16])=[CH:11][N:10]=1)(=O)=O.[NH:21]1[CH2:26][CH2:25][CH:24]([NH:27][C:28]2[C:29]3[CH:36]=[CH:35][N:34]([S:37]([C:40]4[CH:46]=[CH:45][C:43]([CH3:44])=[CH:42][CH:41]=4)(=[O:39])=[O:38])[C:30]=3[N:31]=[CH:32][N:33]=2)[CH2:23][CH2:22]1.CCN(C(C)C)C(C)C.